Dataset: Full USPTO retrosynthesis dataset with 1.9M reactions from patents (1976-2016). Task: Predict the reactants needed to synthesize the given product. (1) The reactants are: [NH2:1][CH:2]([CH:27]1[CH2:29][CH2:28]1)[CH2:3][CH2:4][N:5]1[C:13]([S:14][C:15]2[C:24]([Br:25])=[CH:23][C:18]3[O:19][CH2:20][CH2:21][O:22][C:17]=3[CH:16]=2)=[N:12][C:11]2[C:6]1=[N:7][CH:8]=[N:9][C:10]=2[NH2:26].NC(C1CC1)CCN1C2C(N=C(SC3C(Br)=C[C:47]4[O:48]CCO[C:46]=4C=3)N=2)=C(N)N=C1.C(Cl)(=O)C. Given the product [NH2:26][C:10]1[N:9]=[CH:8][N:7]=[C:6]2[C:11]=1[N:12]=[C:13]([S:14][C:15]1[C:24]([Br:25])=[CH:23][C:18]3[O:19][CH2:20][CH2:21][O:22][C:17]=3[CH:16]=1)[N:5]2[CH2:4][CH2:3][CH:2]([NH:1][C:47](=[O:48])[CH3:46])[CH:27]1[CH2:29][CH2:28]1, predict the reactants needed to synthesize it. (2) Given the product [N:1]([CH2:4][C@H:5]1[CH2:10][NH:9][C:8]2[CH:11]=[CH:12][CH:13]=[C:14]([C:18]3[CH:19]=[CH:20][CH:21]=[CH:22][C:17]=3[F:16])[C:7]=2[O:6]1)=[N+:2]=[N-:3], predict the reactants needed to synthesize it. The reactants are: [N:1]([CH2:4][C@@H:5]1[CH2:10][NH:9][C:8]2[CH:11]=[CH:12][CH:13]=[C:14](Br)[C:7]=2[O:6]1)=[N+:2]=[N-:3].[F:16][C:17]1[CH:22]=[CH:21][CH:20]=[CH:19][C:18]=1B(O)O. (3) Given the product [NH2:45][C:44]([NH:2][CH2:3][C:4]1[CH:5]=[C:6]([CH2:10][N:11]2[C:19]3[C:14](=[C:15]([O:20][CH3:21])[CH:16]=[CH:17][CH:18]=3)[C:13]([NH:22][S:23]([C:26]3[S:27][C:28]([Cl:31])=[CH:29][CH:30]=3)(=[O:25])=[O:24])=[N:12]2)[CH:7]=[CH:8][CH:9]=1)=[O:43], predict the reactants needed to synthesize it. The reactants are: Cl.[NH2:2][CH2:3][C:4]1[CH:5]=[C:6]([CH2:10][N:11]2[C:19]3[C:14](=[C:15]([O:20][CH3:21])[CH:16]=[CH:17][CH:18]=3)[C:13]([NH:22][S:23]([C:26]3[S:27][C:28]([Cl:31])=[CH:29][CH:30]=3)(=[O:25])=[O:24])=[N:12]2)[CH:7]=[CH:8][CH:9]=1.C(N(CC)CC)C.C(O)(=O)C.[O-:43][C:44]#[N:45].[K+].